From a dataset of Reaction yield outcomes from USPTO patents with 853,638 reactions. Predict the reaction yield, written as a fraction of the theoretical maximum amount of product (1.0 means a 100% yield; for example, 0.34 means a 34% yield). (1) The reactants are [CH2:1]([N:8]([CH2:21][C:22]1[CH:27]=[CH:26][C:25]([C:28]2[CH:33]=[CH:32][C:31]([OH:34])=[C:30]([Br:35])[CH:29]=2)=[CH:24][CH:23]=1)[C:9]([C:11]1[C:19]2[C:14](=[CH:15][CH:16]=[CH:17][CH:18]=2)[N:13]([CH3:20])[CH:12]=1)=[O:10])[C:2]1[CH:7]=[CH:6][CH:5]=[CH:4][CH:3]=1.Br[CH2:37][C:38]#[N:39].C(=O)([O-])[O-].[K+].[K+]. The catalyst is CN(C=O)C. The product is [CH2:1]([N:8]([CH2:21][C:22]1[CH:27]=[CH:26][C:25]([C:28]2[CH:33]=[CH:32][C:31]([O:34][CH2:37][C:38]#[N:39])=[C:30]([Br:35])[CH:29]=2)=[CH:24][CH:23]=1)[C:9]([C:11]1[C:19]2[C:14](=[CH:15][CH:16]=[CH:17][CH:18]=2)[N:13]([CH3:20])[CH:12]=1)=[O:10])[C:2]1[CH:3]=[CH:4][CH:5]=[CH:6][CH:7]=1. The yield is 0.750. (2) The reactants are [O:1]=[C:2]1[C:10]2[C:5](=[CH:6][CH:7]=[C:8]([C:11]#[N:12])[CH:9]=2)[CH2:4][O:3]1.[OH-:13].[Na+].C[O:16][C:17]1C=CC(CCl)=CC=1.N1C=NN=N1.[CH2:30]([O:33][P:34]([O:42][CH2:43][CH:44]=[CH2:45])N(C(C)C)C(C)C)[CH:31]=[CH2:32].[C:46]([O:50]O)(C)(C)C.[CH3:52][CH2:53][CH2:54][CH2:55][CH2:56][CH3:57]. The catalyst is C(OCC)(=O)C. The product is [CH2:43]([O:42][P:34]([O:3][CH2:4][C:5]1[CH:6]=[CH:7][C:8]([C:11]#[N:12])=[CH:9][C:10]=1[C:2]([O:50][CH2:46][C:54]1[CH:53]=[CH:52][C:57]([O:16][CH3:17])=[CH:56][CH:55]=1)=[O:1])([O:33][CH2:30][CH:31]=[CH2:32])=[O:13])[CH:44]=[CH2:45]. The yield is 0.150. (3) The reactants are C(=O)([O-])[O-].[K+].[K+].[NH2:7][C:8]1[C:23]([CH3:24])=[CH:22][C:21]([Cl:25])=[CH:20][C:9]=1[C:10]([N:12]=[S:13]([CH:17]([CH3:19])[CH3:18])[CH:14]([CH3:16])[CH3:15])=[O:11].[Cl:26][C:27]1[C:28]([N:33]2[C:37]([C:38](Cl)=[O:39])=[CH:36][C:35]([C:41]([F:44])([F:43])[F:42])=[N:34]2)=[N:29][CH:30]=[CH:31][CH:32]=1. The yield is 0.850. The catalyst is ClCCl. The product is [Cl:26][C:27]1[C:28]([N:33]2[C:37]([C:38]([NH:7][C:8]3[C:9]([C:10](=[O:11])[N:12]=[S:13]([CH:17]([CH3:18])[CH3:19])[CH:14]([CH3:16])[CH3:15])=[CH:20][C:21]([Cl:25])=[CH:22][C:23]=3[CH3:24])=[O:39])=[CH:36][C:35]([C:41]([F:44])([F:42])[F:43])=[N:34]2)=[N:29][CH:30]=[CH:31][CH:32]=1. (4) The reactants are [CH3:1][C:2]1[CH:7]=[CH:6][C:5]([C:8](=[NH:20])[NH:9][C:10]2[CH:15]=[CH:14][C:13]([S:16]([CH3:19])(=[O:18])=[O:17])=[CH:12][CH:11]=2)=[CH:4][N:3]=1.C(=O)(O)[O-].[Na+].Br[CH2:27][C:28](=[O:33])[C:29]([F:32])([F:31])[F:30]. The catalyst is C(O)(C)C. The product is [CH3:1][C:2]1[CH:7]=[CH:6][C:5]([C:8]2[N:9]([C:10]3[CH:15]=[CH:14][C:13]([S:16]([CH3:19])(=[O:18])=[O:17])=[CH:12][CH:11]=3)[CH2:27][C:28]([OH:33])([C:29]([F:32])([F:31])[F:30])[N:20]=2)=[CH:4][N:3]=1. The yield is 0.460. (5) The reactants are C1([C:7]2[CH:16]=[CH:15][C:14]3[C:9](=[CH:10][C:11]([C:17]([OH:19])=[O:18])=[CH:12][CH:13]=3)[N:8]=2)C=CC=CC=1.COC(=O)[C:23]1[CH:28]=[CH:27][C:26](C=O)=[C:25](N)[CH:24]=1.C1(CC=O)C=CC=CC=1. No catalyst specified. The product is [C:23]1([C:16]2[CH:7]=[N:8][C:9]3[C:14]([CH:15]=2)=[CH:13][CH:12]=[C:11]([C:17]([OH:19])=[O:18])[CH:10]=3)[CH:28]=[CH:27][CH:26]=[CH:25][CH:24]=1. The yield is 0.870.